From a dataset of Forward reaction prediction with 1.9M reactions from USPTO patents (1976-2016). Predict the product of the given reaction. (1) Given the reactants [ClH:1].[CH3:2][NH:3][CH2:4][C:5]#[N:6].[C:7]([Cl:12])(=O)[C:8](Cl)=[O:9], predict the reaction product. The product is: [Cl:12][C:7]1[C:8](=[O:9])[N:3]([CH3:2])[CH:4]=[C:5]([Cl:1])[N:6]=1. (2) Given the reactants [CH2:1]([C@H:8]1[CH2:12][O:11][C:10](=[O:13])[NH:9]1)[C:2]1[CH:7]=[CH:6][CH:5]=[CH:4][CH:3]=1.C([Li])CCC.[S:19]1[CH:23]=[CH:22][CH:21]=[C:20]1[CH2:24][C:25](Cl)=[O:26], predict the reaction product. The product is: [CH2:1]([C@H:8]1[CH2:12][O:11][C:10](=[O:13])[N:9]1[C:25](=[O:26])[CH2:24][C:20]1[S:19][CH:23]=[CH:22][CH:21]=1)[C:2]1[CH:3]=[CH:4][CH:5]=[CH:6][CH:7]=1. (3) Given the reactants C(OC(=O)NC1C=CC=C(C(=O)[CH2:14][C:15]2[CH:20]=[CH:19][N:18]=[C:17]([Cl:21])[N:16]=2)C=1)C=C.[F:24][C:25]1[C:34]([NH:35][C:36]([O:38][CH2:39][CH:40]=[CH2:41])=[O:37])=[CH:33][CH:32]=[C:31]([F:42])[C:26]=1[C:27]([O:29]C)=O.ClC1N=C(C)C=CN=1, predict the reaction product. The product is: [CH2:39]([O:38][C:36](=[O:37])[NH:35][C:34]1[CH:33]=[CH:32][C:31]([F:42])=[C:26]([C:27](=[O:29])[CH2:14][C:15]2[CH:20]=[CH:19][N:18]=[C:17]([Cl:21])[N:16]=2)[C:25]=1[F:24])[CH:40]=[CH2:41]. (4) The product is: [N:15]1([S:2]([C:5]2[CH:6]=[C:7]3[C:11](=[CH:12][CH:13]=2)[NH:10][C:9](=[O:14])[CH2:8]3)(=[O:4])=[O:3])[CH2:20][CH2:19][O:18][CH2:17][CH2:16]1. Given the reactants Cl[S:2]([C:5]1[CH:6]=[C:7]2[C:11](=[CH:12][CH:13]=1)[NH:10][C:9](=[O:14])[CH2:8]2)(=[O:4])=[O:3].[NH:15]1[CH2:20][CH2:19][O:18][CH2:17][CH2:16]1, predict the reaction product. (5) Given the reactants [F:1][C:2]([F:46])([F:45])[C:3]1[CH:4]=[C:5]([CH:38]=[C:39]([C:41]([F:44])([F:43])[F:42])[CH:40]=1)[CH2:6][N:7]([CH2:21][C:22]1[CH:27]=[C:26]([C:28]([F:31])([F:30])[F:29])[CH:25]=[CH:24][C:23]=1[O:32][CH:33]([CH2:36][CH3:37])[CH2:34][CH3:35])[C:8]1[N:13]=[CH:12][C:11]([O:14][CH2:15][CH2:16][CH2:17][C:18]([OH:20])=[O:19])=[CH:10][N:9]=1.[OH-].[Na+:48], predict the reaction product. The product is: [Na+:48].[F:46][C:2]([F:1])([F:45])[C:3]1[CH:4]=[C:5]([CH:38]=[C:39]([C:41]([F:42])([F:43])[F:44])[CH:40]=1)[CH2:6][N:7]([CH2:21][C:22]1[CH:27]=[C:26]([C:28]([F:31])([F:30])[F:29])[CH:25]=[CH:24][C:23]=1[O:32][CH:33]([CH2:34][CH3:35])[CH2:36][CH3:37])[C:8]1[N:9]=[CH:10][C:11]([O:14][CH2:15][CH2:16][CH2:17][C:18]([O-:20])=[O:19])=[CH:12][N:13]=1. (6) Given the reactants Br[C:2]1[CH:7]=[CH:6][C:5]([N:8]([C:22]2[CH:27]=[CH:26][CH:25]=[CH:24][CH:23]=2)[C:9]2[CH:21]=[CH:20][C:12]3[O:13][C:14]4[CH:19]=[CH:18][CH:17]=[CH:16][C:15]=4[C:11]=3[CH:10]=2)=[CH:4][CH:3]=1.[B:28]1([B:28]2[O:32][C:31]([CH3:34])([CH3:33])[C:30]([CH3:36])([CH3:35])[O:29]2)[O:32][C:31]([CH3:34])([CH3:33])[C:30]([CH3:36])([CH3:35])[O:29]1.CC([O-])=O.[K+].C(Cl)Cl, predict the reaction product. The product is: [C:22]1([N:8]([C:5]2[CH:6]=[CH:7][C:2]([B:28]3[O:32][C:31]([CH3:34])([CH3:33])[C:30]([CH3:36])([CH3:35])[O:29]3)=[CH:3][CH:4]=2)[C:9]2[CH:21]=[CH:20][C:12]3[O:13][C:14]4[CH:19]=[CH:18][CH:17]=[CH:16][C:15]=4[C:11]=3[CH:10]=2)[CH:27]=[CH:26][CH:25]=[CH:24][CH:23]=1. (7) Given the reactants [CH2:1]([O:3][C:4]([C:6]1[C:15](=O)[NH:14][C:13]2[C:8](=[CH:9][CH:10]=[C:11]([O:17][CH3:18])[CH:12]=2)[N:7]=1)=[O:5])[CH3:2].O=P(Cl)(Cl)[Cl:21], predict the reaction product. The product is: [CH2:1]([O:3][C:4]([C:6]1[C:15]([Cl:21])=[N:14][C:13]2[C:8](=[CH:9][CH:10]=[C:11]([O:17][CH3:18])[CH:12]=2)[N:7]=1)=[O:5])[CH3:2].